The task is: Predict the reactants needed to synthesize the given product.. This data is from Full USPTO retrosynthesis dataset with 1.9M reactions from patents (1976-2016). (1) Given the product [Cl:1][C:2]1[CH:7]=[CH:6][C:5]([S:8]([N:11]2[C:20]3[C:15](=[CH:16][CH:17]=[CH:18][CH:19]=3)[CH2:14][CH2:13][CH2:12]2)(=[O:9])=[O:10])=[CH:4][C:3]=1[N:21]1[C:30](=[O:31])[C:29]2[C:28]([C:32]([NH2:38])=[O:34])=[CH:27][CH:26]=[CH:25][C:24]=2[NH:23][C:22]1=[O:35], predict the reactants needed to synthesize it. The reactants are: [Cl:1][C:2]1[CH:7]=[CH:6][C:5]([S:8]([N:11]2[C:20]3[C:15](=[CH:16][CH:17]=[CH:18][CH:19]=3)[CH2:14][CH2:13][CH2:12]2)(=[O:10])=[O:9])=[CH:4][C:3]=1[N:21]1[C:30](=[O:31])[C:29]2[C:28]([C:32]([OH:34])=O)=[CH:27][CH:26]=[CH:25][C:24]=2[NH:23][C:22]1=[O:35].Cl.C[N:38](C)CCCN=C=NCC.ON1C2C=CC=CC=2N=N1.C(N(CC)C(C)C)(C)C.C(=O)([O-])[O-].[NH4+].[NH4+]. (2) Given the product [C:7]1([CH3:22])[CH:12]=[CH:11][CH:10]=[C:9]([C:13]2[CH:21]=[CH:20][C:16]([CH2:17][OH:18])=[CH:15][CH:14]=2)[CH:8]=1, predict the reactants needed to synthesize it. The reactants are: [H-].[H-].[H-].[H-].[Li+].[Al+3].[C:7]1([CH3:22])[CH:12]=[CH:11][CH:10]=[C:9]([C:13]2[CH:21]=[CH:20][C:16]([C:17](O)=[O:18])=[CH:15][CH:14]=2)[CH:8]=1.O.[OH-].[K+]. (3) Given the product [NH2:15][C:7]1[C:6]([C:4]([C:20]2[CH:21]=[CH:22][C:17]([CH3:25])=[CH:18][CH:19]=2)=[O:5])=[CH:11][N:10]=[C:9]([S:12][CH2:13][CH3:14])[N:8]=1, predict the reactants needed to synthesize it. The reactants are: CON(C)[C:4]([C:6]1[C:7]([NH2:15])=[N:8][C:9]([S:12][CH2:13][CH3:14])=[N:10][CH:11]=1)=[O:5].[C:17]1([CH3:25])[CH:22]=[CH:21][C:20]([Mg]Br)=[CH:19][CH:18]=1. (4) Given the product [O:16]=[C:14]([N:17]1[CH2:21][CH2:20][CH2:19][C@H:18]1[CH2:22][N:23]1[CH2:28][CH2:27][CH2:26][CH2:25][CH2:24]1)/[CH:13]=[CH:12]/[C:9]1[CH:8]=[CH:7][C:6]([O:5][S:2]([CH3:1])(=[O:3])=[O:4])=[CH:11][CH:10]=1, predict the reactants needed to synthesize it. The reactants are: [CH3:1][S:2]([O:5][C:6]1[CH:11]=[CH:10][C:9](/[CH:12]=[CH:13]/[C:14]([OH:16])=O)=[CH:8][CH:7]=1)(=[O:4])=[O:3].[NH:17]1[CH2:21][CH2:20][CH2:19][C@H:18]1[CH2:22][N:23]1[CH2:28][CH2:27][CH2:26][CH2:25][CH2:24]1. (5) Given the product [Cl:1][C:2]1[CH:7]=[CH:6][C:5]([N:8]([S:9]([C:12]2[CH:17]=[CH:16][C:15]([O:18][CH3:19])=[C:14]([O:20][CH3:21])[CH:13]=2)(=[O:10])=[O:11])[C@H:32]([C:31]([O:36][CH3:37])=[O:35])[CH3:34])=[C:4]([CH2:22][C:23]2[C:28]([F:29])=[CH:27][CH:26]=[CH:25][C:24]=2[F:30])[CH:3]=1, predict the reactants needed to synthesize it. The reactants are: [Cl:1][C:2]1[CH:7]=[CH:6][C:5]([NH:8][S:9]([C:12]2[CH:17]=[CH:16][C:15]([O:18][CH3:19])=[C:14]([O:20][CH3:21])[CH:13]=2)(=[O:11])=[O:10])=[C:4]([CH2:22][C:23]2[C:28]([F:29])=[CH:27][CH:26]=[CH:25][C:24]=2[F:30])[CH:3]=1.[C:31]([O:36][CH3:37])(=[O:35])[CH:32]([CH3:34])O.